From a dataset of Forward reaction prediction with 1.9M reactions from USPTO patents (1976-2016). Predict the product of the given reaction. (1) The product is: [ClH:1].[Cl:1][C:2]1[CH:7]=[CH:6][N:5]=[C:4]([CH2:8][CH3:9])[C:3]=1[CH2:10][S:11][C:12]1[N:17]=[C:16]([OH:18])[CH:15]=[C:14]([C:19]([F:22])([F:20])[F:21])[N:13]=1. Given the reactants [Cl:1][C:2]1[CH:7]=[CH:6][N:5]=[C:4]([CH2:8][CH3:9])[C:3]=1[CH2:10][S:11][C:12]1[N:17]=[C:16]([OH:18])[CH:15]=[C:14]([C:19]([F:22])([F:21])[F:20])[N:13]=1.Cl.O1CCOCC1, predict the reaction product. (2) Given the reactants [F:1][C:2]1[C:18]([F:19])=[CH:17][C:5]2[N:6]([OH:16])[C:7]([C:9]3[CH:10]=[N:11][CH:12]=[C:13]([F:15])[CH:14]=3)=[N:8][C:4]=2[CH:3]=1.[H-].[Na+].[CH3:22]I, predict the reaction product. The product is: [F:1][C:2]1[C:18]([F:19])=[CH:17][C:5]2[N:6]([O:16][CH3:22])[C:7]([C:9]3[CH:10]=[N:11][CH:12]=[C:13]([F:15])[CH:14]=3)=[N:8][C:4]=2[CH:3]=1. (3) Given the reactants C[O:2][C:3]1[CH:4]=[CH:5][C:6]2[CH2:12][CH:11]([CH2:13][C:14]([O:16][CH2:17][CH3:18])=[O:15])[C:10]3[CH:19]=[CH:20][CH:21]=[C:22]([CH3:23])[C:9]=3[CH2:8][C:7]=2[CH:24]=1.COC1C=CC2CC(CC(OCC)=O)C3C=CC=CC=3CC=2C=1, predict the reaction product. The product is: [OH:2][C:3]1[CH:4]=[CH:5][C:6]2[CH2:12][CH:11]([CH2:13][C:14]([O:16][CH2:17][CH3:18])=[O:15])[C:10]3[CH:19]=[CH:20][CH:21]=[C:22]([CH3:23])[C:9]=3[CH2:8][C:7]=2[CH:24]=1. (4) Given the reactants Cl[C:2]1[N:11]=[C:10]([NH:12][CH2:13][C:14]([NH:16][C@H:17]2[CH2:22][CH2:21][C@@H:20]([N:23]([CH2:27][CH3:28])[CH:24]([CH3:26])[CH3:25])[CH2:19][C@H:18]2[CH2:29][O:30][CH3:31])=[O:15])[C:9]2[C:4](=[CH:5][CH:6]=[C:7]([Cl:32])[CH:8]=2)[N:3]=1.[CH3:33][NH:34][CH3:35], predict the reaction product. The product is: [Cl:32][C:7]1[CH:8]=[C:9]2[C:4](=[CH:5][CH:6]=1)[N:3]=[C:2]([N:34]([CH3:35])[CH3:33])[N:11]=[C:10]2[NH:12][CH2:13][C:14]([NH:16][C@H:17]1[CH2:22][CH2:21][C@@H:20]([N:23]([CH2:27][CH3:28])[CH:24]([CH3:25])[CH3:26])[CH2:19][C@H:18]1[CH2:29][O:30][CH3:31])=[O:15]. (5) Given the reactants [C:1]([O-:4])(=O)[CH3:2].[Na+].[NH2:6][C:7]1[CH:8]=[C:9]2[C:13](=[CH:14][CH:15]=1)[CH2:12][CH2:11][CH2:10]2, predict the reaction product. The product is: [CH2:12]1[C:13]2[C:9](=[CH:8][C:7]([NH:6][C:1](=[O:4])[CH3:2])=[CH:15][CH:14]=2)[CH2:10][CH2:11]1.